From a dataset of Full USPTO retrosynthesis dataset with 1.9M reactions from patents (1976-2016). Predict the reactants needed to synthesize the given product. (1) Given the product [O:26]=[C:4]1[C:6]2[C:11](=[CH:10][CH:9]=[CH:8][CH:7]=2)[CH:1]=[C:2]([C:28]([O:15][CH3:14])=[O:29])[NH:3]1, predict the reactants needed to synthesize it. The reactants are: [C:1](O)(=O)[CH2:2][NH:3][C:4]([C:6]1[CH:11]=[CH:10][CH:9]=[CH:8][CH:7]=1)=O.[C:14](CC1C=CC=CC=1C=O)(O)=[O:15].[OH-:26].[K+].[CH3:28][OH:29]. (2) Given the product [C:1]([S:8][CH2:11][C:12]([O:14][CH:15]([CH3:17])[CH3:16])=[O:13])(=[O:9])[C:2]1[CH:7]=[CH:6][CH:5]=[CH:4][CH:3]=1, predict the reactants needed to synthesize it. The reactants are: [C:1]([OH:9])(=[S:8])[C:2]1[CH:7]=[CH:6][CH:5]=[CH:4][CH:3]=1.Br[CH2:11][C:12]([O:14][CH:15]([CH3:17])[CH3:16])=[O:13].CCN(C(C)C)C(C)C. (3) Given the product [C:15]([CH:16]1[O:40][CH:17]1[CH:31]([C:30]1[CH:33]=[CH:34][C:27]([C:26]([F:35])([F:36])[F:25])=[CH:28][CH:29]=1)[OH:32])([CH3:19])([CH3:18])[CH3:14], predict the reactants needed to synthesize it. The reactants are: B(C1CCCCC1)C1CCCCC1.[CH3:14][C:15]([CH3:19])([CH3:18])[C:16]#[CH:17].[Zn](CC)CC.[F:25][C:26]([F:36])([F:35])[C:27]1[CH:34]=[CH:33][C:30]([CH:31]=[O:32])=[CH:29][CH:28]=1.CC([O:40]C([C@H](O)[C@@H](O)C(OC(C)C)=O)=O)C.